This data is from NCI-60 drug combinations with 297,098 pairs across 59 cell lines. The task is: Regression. Given two drug SMILES strings and cell line genomic features, predict the synergy score measuring deviation from expected non-interaction effect. (1) Drug 1: CC12CCC(CC1=CCC3C2CCC4(C3CC=C4C5=CN=CC=C5)C)O. Drug 2: C(CN)CNCCSP(=O)(O)O. Cell line: HCT-15. Synergy scores: CSS=-0.790, Synergy_ZIP=-1.46, Synergy_Bliss=-2.38, Synergy_Loewe=-4.30, Synergy_HSA=-4.24. (2) Drug 1: C1=CC(=CC=C1C#N)C(C2=CC=C(C=C2)C#N)N3C=NC=N3. Drug 2: CC=C1C(=O)NC(C(=O)OC2CC(=O)NC(C(=O)NC(CSSCCC=C2)C(=O)N1)C(C)C)C(C)C. Cell line: SF-268. Synergy scores: CSS=49.9, Synergy_ZIP=4.31, Synergy_Bliss=-0.270, Synergy_Loewe=-66.4, Synergy_HSA=-11.6. (3) Drug 1: CS(=O)(=O)CCNCC1=CC=C(O1)C2=CC3=C(C=C2)N=CN=C3NC4=CC(=C(C=C4)OCC5=CC(=CC=C5)F)Cl. Drug 2: C1CC(=O)NC(=O)C1N2C(=O)C3=CC=CC=C3C2=O. Cell line: HS 578T. Synergy scores: CSS=4.27, Synergy_ZIP=0.555, Synergy_Bliss=1.89, Synergy_Loewe=0.0634, Synergy_HSA=0.982. (4) Drug 1: CC1=C(C=C(C=C1)C(=O)NC2=CC(=CC(=C2)C(F)(F)F)N3C=C(N=C3)C)NC4=NC=CC(=N4)C5=CN=CC=C5. Drug 2: CS(=O)(=O)CCNCC1=CC=C(O1)C2=CC3=C(C=C2)N=CN=C3NC4=CC(=C(C=C4)OCC5=CC(=CC=C5)F)Cl. Cell line: SK-MEL-28. Synergy scores: CSS=-34.7, Synergy_ZIP=21.4, Synergy_Bliss=4.71, Synergy_Loewe=-38.8, Synergy_HSA=-37.7.